Dataset: Forward reaction prediction with 1.9M reactions from USPTO patents (1976-2016). Task: Predict the product of the given reaction. (1) Given the reactants [NH2:1][C:2]1[CH:3]=[C:4]([C:9]2([OH:26])[C:17]3[C:12](=[CH:13][CH:14]=[CH:15][CH:16]=3)[C:11](=[O:18])[N:10]2[CH2:19][C:20]2[CH:25]=[CH:24][CH:23]=[CH:22][CH:21]=2)[CH:5]=[CH:6][C:7]=1[NH2:8].[N:27]#[C:28]Br, predict the reaction product. The product is: [NH2:27][C:28]1[NH:8][C:7]2[CH:6]=[CH:5][C:4]([C:9]3([OH:26])[C:17]4[C:12](=[CH:13][CH:14]=[CH:15][CH:16]=4)[C:11](=[O:18])[N:10]3[CH2:19][C:20]3[CH:21]=[CH:22][CH:23]=[CH:24][CH:25]=3)=[CH:3][C:2]=2[N:1]=1. (2) Given the reactants [Cl:1][C:2]1[N:7]=[C:6]([NH:8][C:9]2[CH:32]=[CH:31][C:12]3[N:13]([CH3:30])[C:14]([N:16]([C:24]4[CH:29]=[CH:28][CH:27]=[CH:26][CH:25]=4)[C:17](=[O:23])[O:18][C:19]([CH3:22])([CH3:21])[CH3:20])=[N:15][C:11]=3[CH:10]=2)[CH:5]=[CH:4][N:3]=1.[C:33](=O)([O-])[O-].[Cs+].[Cs+].IC, predict the reaction product. The product is: [Cl:1][C:2]1[N:7]=[C:6]([N:8]([CH3:33])[C:9]2[CH:32]=[CH:31][C:12]3[N:13]([CH3:30])[C:14]([N:16]([C:24]4[CH:25]=[CH:26][CH:27]=[CH:28][CH:29]=4)[C:17](=[O:23])[O:18][C:19]([CH3:20])([CH3:21])[CH3:22])=[N:15][C:11]=3[CH:10]=2)[CH:5]=[CH:4][N:3]=1. (3) Given the reactants [S:1]1[CH:5]=[CH:4][C:3]([C:6]2[C:7]([C:15]3[CH:22]=[CH:21][C:18]([CH:19]=[O:20])=[CH:17][CH:16]=3)=[N:8][C:9]3[N:10](N=CC=3)[CH:11]=2)=[CH:2]1.NC1[NH:25][CH:26]=[CH:27]N=1, predict the reaction product. The product is: [S:1]1[CH:5]=[CH:4][C:3]([C:6]2[C:7]([C:15]3[CH:16]=[CH:17][C:18]([CH:19]=[O:20])=[CH:21][CH:22]=3)=[N:8][C:9]3[N:10]([CH:27]=[CH:26][N:25]=3)[CH:11]=2)=[CH:2]1. (4) Given the reactants [OH2:1].ClC1C=NC([N:9]2CC[CH:12]([CH2:15]CCOC3C=CC(C(O)=O)=C(C)C=3)[CH2:11][CH2:10]2)=NC=1.CC[N:31]=C=NCCCN(C)C.[NH2:40][CH2:41][CH2:42]O, predict the reaction product. The product is: [CH:15]1[CH:12]=[CH:11][C:10]2[N:9]([OH:1])[N:31]=[N:40][C:41]=2[CH:42]=1. (5) Given the reactants I[C:2]1[CH:10]=[CH:9][C:8]([CH3:11])=[CH:7][C:3]=1[C:4]([OH:6])=[O:5].[NH:12]1[CH:16]=[CH:15][N:14]=[N:13]1.CN[C@@H]1CCCC[C@H]1NC, predict the reaction product. The product is: [N:12]1[N:13]([C:2]2[CH:10]=[CH:9][C:8]([CH3:11])=[CH:7][C:3]=2[C:4]([OH:6])=[O:5])[N:14]=[CH:15][CH:16]=1. (6) Given the reactants [CH2:1]([O:3][C:4]1[C:5]([N:18]2[C:27]3[C:22](=[CH:23][C:24]([S:28](OC4C(F)=C(F)C(F)=C(F)C=4F)(=[O:30])=[O:29])=[CH:25][CH:26]=3)[CH:21]=[CH:20][C:19]2=[O:43])=[CH:6][C:7]([F:17])=[C:8]([C:10]2[CH:15]=[CH:14][CH:13]=[C:12]([F:16])[CH:11]=2)[CH:9]=1)[CH3:2].[O:44]1[CH:48]=[CH:47][C:46]([NH2:49])=[N:45]1.C1COCC1.C[Si]([N-][Si](C)(C)C)(C)C.[Li+], predict the reaction product. The product is: [CH2:1]([O:3][C:4]1[C:5]([N:18]2[C:27]3[C:22](=[CH:23][C:24]([S:28]([NH:49][C:46]4[CH:47]=[CH:48][O:44][N:45]=4)(=[O:29])=[O:30])=[CH:25][CH:26]=3)[CH:21]=[CH:20][C:19]2=[O:43])=[CH:6][C:7]([F:17])=[C:8]([C:10]2[CH:15]=[CH:14][CH:13]=[C:12]([F:16])[CH:11]=2)[CH:9]=1)[CH3:2].